From a dataset of Forward reaction prediction with 1.9M reactions from USPTO patents (1976-2016). Predict the product of the given reaction. (1) The product is: [Br:4][C:5]1[CH:10]=[CH:9][CH:8]=[CH:7][C:6]=1[CH2:11][P:14]([C:21]1[CH:22]=[CH:23][CH:24]=[CH:25][CH:26]=1)[C:15]1[CH:20]=[CH:19][CH:18]=[CH:17][CH:16]=1. Given the reactants [Mg].II.[Br:4][C:5]1[CH:10]=[CH:9][CH:8]=[CH:7][C:6]=1[CH2:11]Br.Cl[P:14]([C:21]1[CH:26]=[CH:25][CH:24]=[CH:23][CH:22]=1)[C:15]1[CH:20]=[CH:19][CH:18]=[CH:17][CH:16]=1, predict the reaction product. (2) Given the reactants [N:1]1[CH:6]=[CH:5][CH:4]=[C:3]([NH2:7])[N:2]=1.Br[CH2:9][C:10](=O)[C:11]([O:13][CH2:14][CH3:15])=[O:12], predict the reaction product. The product is: [N:7]1[C:10]([C:11]([O:13][CH2:14][CH3:15])=[O:12])=[CH:9][N:2]2[C:3]=1[CH:4]=[CH:5][CH:6]=[N:1]2. (3) Given the reactants [NH2:1][C:2]1[N:7]=[CH:6][C:5]([C:8]2[CH:13]=[CH:12][C:11]([C:14]([N:16]3[CH2:20][CH2:19][CH2:18][C@H:17]3[CH2:21][N:22]3[CH2:26][CH2:25][CH2:24][CH2:23]3)=[O:15])=[CH:10][CH:9]=2)=[CH:4][CH:3]=1.[CH3:27][S:28](Cl)(=[O:30])=[O:29], predict the reaction product. The product is: [N:22]1([CH2:21][C@@H:17]2[CH2:18][CH2:19][CH2:20][N:16]2[C:14]([C:11]2[CH:10]=[CH:9][C:8]([C:5]3[CH:4]=[CH:3][C:2]([NH:1][S:28]([CH3:27])(=[O:30])=[O:29])=[N:7][CH:6]=3)=[CH:13][CH:12]=2)=[O:15])[CH2:23][CH2:24][CH2:25][CH2:26]1.